From a dataset of Forward reaction prediction with 1.9M reactions from USPTO patents (1976-2016). Predict the product of the given reaction. Given the reactants [Cl:1][CH2:2][C:3]([NH2:5])=[O:4].[N:6]1[CH:11]=[CH:10][CH:9]=[CH:8][CH:7]=1, predict the reaction product. The product is: [Cl-:1].[NH2:5][C:3](=[O:4])[CH2:2][N+:6]1[CH:11]=[CH:10][CH:9]=[CH:8][CH:7]=1.